Dataset: Forward reaction prediction with 1.9M reactions from USPTO patents (1976-2016). Task: Predict the product of the given reaction. (1) Given the reactants [S:1]1[C:5]2[CH:6]=[CH:7][CH:8]=[CH:9][C:4]=2[C:3]([CH2:10][CH2:11][CH2:12][NH2:13])=[CH:2]1.[CH3:14][O:15][C:16]1[CH:25]=[CH:24][CH:23]=[C:22]2[C:17]=1[CH2:18][C:19](=O)[CH2:20][O:21]2.C(O)(=O)C.C(O[BH-](OC(=O)C)OC(=O)C)(=O)C.[Na+], predict the reaction product. The product is: [S:1]1[C:5]2[CH:6]=[CH:7][CH:8]=[CH:9][C:4]=2[C:3]([CH2:10][CH2:11][CH2:12][NH:13][CH:19]2[CH2:18][C:17]3[C:22](=[CH:23][CH:24]=[CH:25][C:16]=3[O:15][CH3:14])[O:21][CH2:20]2)=[CH:2]1. (2) Given the reactants C[O:2][C:3](=[O:29])[CH2:4][NH:5][C:6]([C:8]1[N:13]=[CH:12][C:11]2[N:14]=[C:15]([C:17]3[CH:18]=[N:19][C:20]([O:23][CH2:24][CH2:25][CH2:26][CH3:27])=[CH:21][CH:22]=3)[S:16][C:10]=2[C:9]=1[OH:28])=[O:7].[OH-].[Li+], predict the reaction product. The product is: [CH2:24]([O:23][C:20]1[N:19]=[CH:18][C:17]([C:15]2[S:16][C:10]3[C:9]([OH:28])=[C:8]([C:6]([NH:5][CH2:4][C:3]([OH:29])=[O:2])=[O:7])[N:13]=[CH:12][C:11]=3[N:14]=2)=[CH:22][CH:21]=1)[CH2:25][CH2:26][CH3:27]. (3) The product is: [Br:1][C:2]1[C:10]2[C:5](=[CH:6][C:7]([CH3:14])=[C:8]([N+:11]([O-:13])=[O:12])[CH:9]=2)[N:4]([C:16]([C:17]2[CH:22]=[CH:21][CH:20]=[CH:19][CH:18]=2)([C:29]2[CH:30]=[CH:31][CH:32]=[CH:33][CH:34]=2)[C:23]2[CH:24]=[CH:25][CH:26]=[CH:27][CH:28]=2)[N:3]=1. Given the reactants [Br:1][C:2]1[C:10]2[C:5](=[CH:6][C:7]([CH3:14])=[C:8]([N+:11]([O-:13])=[O:12])[CH:9]=2)[NH:4][N:3]=1.Cl[C:16]([C:29]1[CH:34]=[CH:33][CH:32]=[CH:31][CH:30]=1)([C:23]1[CH:28]=[CH:27][CH:26]=[CH:25][CH:24]=1)[C:17]1[CH:22]=[CH:21][CH:20]=[CH:19][CH:18]=1, predict the reaction product. (4) Given the reactants [NH2:1][C:2]1[CH:11]=[CH:10][C:5]([C:6]([O:8][CH3:9])=[O:7])=[CH:4][CH:3]=1.Cl[C:13]1(Cl)[CH2:18][O:17][CH2:16][CH2:15][O:14]1, predict the reaction product. The product is: [CH3:9][O:8][C:6]([C:5]1[CH:4]=[CH:3][C:2]([N:1]2[CH2:16][CH2:15][O:14][CH2:13][C:18]2=[O:17])=[CH:11][CH:10]=1)=[O:7]. (5) Given the reactants [CH3:1][Zn]C.Br[C:5]1[N:9]2[CH:10]=[C:11]([C:18]3[CH:22]=[CH:21][O:20][CH:19]=3)[CH:12]=[C:13]([C:14]([F:17])([F:16])[F:15])[C:8]2=[N:7][C:6]=1[C:23]([N:25]1[CH2:30][CH2:29][CH:28]([N:31]2[CH2:35][CH2:34][O:33][C:32]2=[O:36])[CH2:27][CH2:26]1)=[O:24], predict the reaction product. The product is: [O:20]1[CH:21]=[CH:22][C:18]([C:11]2[CH:12]=[C:13]([C:14]([F:17])([F:15])[F:16])[C:8]3[N:9]([C:5]([CH3:1])=[C:6]([C:23]([N:25]4[CH2:30][CH2:29][CH:28]([N:31]5[CH2:35][CH2:34][O:33][C:32]5=[O:36])[CH2:27][CH2:26]4)=[O:24])[N:7]=3)[CH:10]=2)=[CH:19]1. (6) Given the reactants [CH:1]1([CH:6]=[C:7]([C:18]2[NH:30][C:21]3=[N:22][CH:23]=[C:24]([C:26]([F:29])([F:28])[F:27])[CH:25]=[C:20]3[CH:19]=2)[C:8]2[CH:13]=[CH:12][C:11]([S:14]([CH3:17])(=[O:16])=[O:15])=[CH:10][CH:9]=2)[CH2:5][CH2:4][CH2:3][CH2:2]1.[H][H], predict the reaction product. The product is: [CH:1]1([CH2:6][CH:7]([C:18]2[NH:30][C:21]3=[N:22][CH:23]=[C:24]([C:26]([F:29])([F:28])[F:27])[CH:25]=[C:20]3[CH:19]=2)[C:8]2[CH:13]=[CH:12][C:11]([S:14]([CH3:17])(=[O:15])=[O:16])=[CH:10][CH:9]=2)[CH2:5][CH2:4][CH2:3][CH2:2]1. (7) Given the reactants [C:1]([O:6][CH:7]([O:9][C:10]([NH:12][CH2:13][C:14]1([CH2:20][C:21]([O:23]CC2C=CC=CC=2)=[O:22])[CH2:19][CH2:18][CH2:17][CH2:16][CH2:15]1)=[O:11])[CH3:8])(=[O:5])[CH:2]([CH3:4])[CH3:3].[H][H], predict the reaction product. The product is: [C:1]([O:6][CH:7]([O:9][C:10]([NH:12][CH2:13][C:14]1([CH2:20][C:21]([OH:23])=[O:22])[CH2:19][CH2:18][CH2:17][CH2:16][CH2:15]1)=[O:11])[CH3:8])(=[O:5])[CH:2]([CH3:4])[CH3:3]. (8) The product is: [SH:35][C:2]1[N:10]([CH2:11][CH:12]=[C:13]([CH3:15])[CH3:14])[C:9]2[C:8](=[O:16])[N:7]([CH2:17][C:18](=[O:25])[C:19]3[CH:24]=[CH:23][CH:22]=[CH:21][CH:20]=3)[C:6](=[O:26])[N:5]([CH3:27])[C:4]=2[N:3]=1. Given the reactants Br[C:2]1[N:10]([CH2:11][CH:12]=[C:13]([CH3:15])[CH3:14])[C:9]2[C:8](=[O:16])[N:7]([CH2:17][C:18](=[O:25])[C:19]3[CH:24]=[CH:23][CH:22]=[CH:21][CH:20]=3)[C:6](=[O:26])[N:5]([CH3:27])[C:4]=2[N:3]=1.Cl.COC(=O)[C@H](C[SH:35])N.C(=O)([O-])[O-].[K+].[K+].O, predict the reaction product.